From a dataset of Reaction yield outcomes from USPTO patents with 853,638 reactions. Predict the reaction yield, written as a fraction of the theoretical maximum amount of product (1.0 means a 100% yield; for example, 0.34 means a 34% yield). (1) The reactants are C([Li])CCC.[N:6]1[CH:11]=[CH:10][C:9]([CH:12]=[O:13])=[CH:8][CH:7]=1.[C:14]1([O:22][CH3:23])[C:15](=[CH:18][CH:19]=[CH:20][CH:21]=1)[O:16][CH3:17]. The catalyst is C1(C)C=CC=CC=1. The product is [OH:13][CH:12]([C:9]1[CH:10]=[CH:11][N:6]=[CH:7][CH:8]=1)[C:21]1[CH:20]=[CH:19][CH:18]=[C:15]([O:16][CH3:17])[C:14]=1[O:22][CH3:23]. The yield is 0.810. (2) The reactants are [H-].[Na+].[NH2:3][C:4]1[CH:9]=[CH:8][CH:7]=[CH:6][C:5]=1[S:10]([CH:13]([CH3:15])[CH3:14])(=[O:12])=[O:11].[Cl:16][C:17]1[N:22]=[C:21](Cl)[C:20]([CH3:24])=[CH:19][N:18]=1. The catalyst is CN(C=O)C. The product is [Cl:16][C:17]1[N:22]=[C:21]([NH:3][C:4]2[CH:9]=[CH:8][CH:7]=[CH:6][C:5]=2[S:10]([CH:13]([CH3:15])[CH3:14])(=[O:12])=[O:11])[C:20]([CH3:24])=[CH:19][N:18]=1. The yield is 0.240.